This data is from Forward reaction prediction with 1.9M reactions from USPTO patents (1976-2016). The task is: Predict the product of the given reaction. (1) Given the reactants [H-].[Na+].[NH2:3][C:4]1[N:9]=[C:8]([NH2:10])[CH:7]=[C:6]([O:11][CH2:12][CH2:13][O:14]CP(O)(O)=O)[N:5]=1.NC1N=C(N)C=C(Cl)N=1, predict the reaction product. The product is: [NH2:3][C:4]1[N:9]=[C:8]([NH2:10])[CH:7]=[C:6]([O:11][CH2:12][CH2:13][OH:14])[N:5]=1. (2) Given the reactants [C:1]([C:3]1[S:7][C:6]([C:8]([O:10][CH3:11])=[O:9])=[CH:5][C:4]=1[N+:12]([O-])=O)#[N:2].[N:15]([O-])=O.[Na+].[Sn](Cl)(Cl)(Cl)Cl, predict the reaction product. The product is: [NH2:2][C:1]1[C:3]2[S:7][C:6]([C:8]([O:10][CH3:11])=[O:9])=[CH:5][C:4]=2[NH:12][N:15]=1. (3) Given the reactants [Cl:1][CH2:2][CH:3]1[CH2:13][N:12]2[C:14]3[C:9]([C:10]([S:15]([C:18]4[C:27]5[C:22](=[CH:23][CH:24]=[CH:25][CH:26]=5)[CH:21]=[CH:20][CH:19]=4)(=[O:17])=[O:16])=[N:11]2)=[CH:8][CH:7]=[CH:6][C:5]=3[O:4]1.[CH3:28][NH:29][CH3:30].Cl.CCOCC, predict the reaction product. The product is: [ClH:1].[CH3:28][N:29]([CH3:30])[CH2:2][CH:3]1[O:4][C:5]2=[C:14]3[C:9](=[CH:8][CH:7]=[CH:6]2)[C:10]([S:15]([C:18]2[C:27]4[C:22](=[CH:23][CH:24]=[CH:25][CH:26]=4)[CH:21]=[CH:20][CH:19]=2)(=[O:17])=[O:16])=[N:11][N:12]3[CH2:13]1. (4) Given the reactants [F:1][C:2]1[CH:7]=[CH:6][CH:5]=[CH:4][C:3]=1[C:8]1[N:12]([S:13]([C:16]2[CH:21]=[CH:20][CH:19]=[C:18]([O:22][CH2:23][C:24]([NH:26][CH2:27][CH2:28][OH:29])=[O:25])[CH:17]=2)(=[O:15])=[O:14])[CH:11]=[C:10]([CH2:30][N:31](C)[C:32](=O)OC(C)(C)C)[CH:9]=1.Cl.C(=O)(O)[O-].[Na+], predict the reaction product. The product is: [F:1][C:2]1[CH:7]=[CH:6][CH:5]=[CH:4][C:3]=1[C:8]1[N:12]([S:13]([C:16]2[CH:17]=[C:18]([CH:19]=[CH:20][CH:21]=2)[O:22][CH2:23][C:24]([NH:26][CH2:27][CH2:28][OH:29])=[O:25])(=[O:14])=[O:15])[CH:11]=[C:10]([CH2:30][NH:31][CH3:32])[CH:9]=1. (5) Given the reactants [C:1]([O:4][C:5]([CH3:8])([CH3:7])[CH3:6])(=[O:3])[CH3:2].[Li+].CC([N-]C(C)C)C.[CH3:17][C:18]1[C:19]2[N:20]([N:25]=[C:26]([C:28](OCC)=[O:29])[CH:27]=2)[CH:21]=[C:22]([CH3:24])[N:23]=1, predict the reaction product. The product is: [CH3:17][C:18]1[C:19]2[N:20]([N:25]=[C:26]([C:28](=[O:29])[CH2:2][C:1]([O:4][C:5]([CH3:8])([CH3:7])[CH3:6])=[O:3])[CH:27]=2)[CH:21]=[C:22]([CH3:24])[N:23]=1. (6) The product is: [C:1]([C:4]1[CH:16]=[C:15]([Br:17])[CH:14]=[CH:13][C:5]=1[O:6][CH2:7][C:8]([OH:10])=[O:9])(=[O:3])[CH3:2]. Given the reactants [C:1]([C:4]1[CH:16]=[C:15]([Br:17])[CH:14]=[CH:13][C:5]=1[O:6][CH2:7][C:8]([O:10]CC)=[O:9])(=[O:3])[CH3:2].[OH-].[Na+].O, predict the reaction product. (7) Given the reactants [CH3:1][O:2][C:3](=[O:6])[CH2:4][SH:5].C(N(CC)CC)C.Cl[C:15]1[N:19]([CH3:20])[C:18]2[CH:21]=[CH:22][CH:23]=[CH:24][C:17]=2[N:16]=1, predict the reaction product. The product is: [CH3:1][O:2][C:3](=[O:6])[CH2:4][S:5][C:15]1[N:19]([CH3:20])[C:18]2[CH:21]=[CH:22][CH:23]=[CH:24][C:17]=2[N:16]=1. (8) Given the reactants Br[C:2]1[CH:3]=[C:4]([CH:30]=[CH:31][CH:32]=1)[CH2:5][N:6]1[C:10]([CH3:11])=[CH:9][C:8]([C:12]2[O:16][N:15]=[C:14]([C:17]3[CH:22]=[CH:21][C:20]([C:23]4([F:29])[CH2:28][CH2:27][O:26][CH2:25][CH2:24]4)=[CH:19][CH:18]=3)[N:13]=2)=[N:7]1.[Si]([O:50][CH:51]1[CH2:54][NH:53][CH2:52]1)(C(C)(C)C)(C1C=CC=CC=1)C1C=CC=CC=1, predict the reaction product. The product is: [F:29][C:23]1([C:20]2[CH:21]=[CH:22][C:17]([C:14]3[N:13]=[C:12]([C:8]4[CH:9]=[C:10]([CH3:11])[N:6]([CH2:5][C:4]5[CH:3]=[C:2]([N:53]6[CH2:54][CH:51]([OH:50])[CH2:52]6)[CH:32]=[CH:31][CH:30]=5)[N:7]=4)[O:16][N:15]=3)=[CH:18][CH:19]=2)[CH2:28][CH2:27][O:26][CH2:25][CH2:24]1. (9) The product is: [CH:1]1([S:6]([CH:8]([C:17]2[CH:22]=[CH:21][C:20]([Cl:23])=[C:19]([Cl:24])[CH:18]=2)[C:9]([NH:11][C:12]2[S:13][CH:14]=[CH:15][N:16]=2)=[O:10])(=[O:26])=[O:7])[CH2:5][CH2:4][CH2:3][CH2:2]1. Given the reactants [CH:1]1([S:6]([CH:8]([C:17]2[CH:22]=[CH:21][C:20]([Cl:23])=[C:19]([Cl:24])[CH:18]=2)[C:9]([NH:11][C:12]2[S:13][CH:14]=[CH:15][N:16]=2)=[O:10])=[O:7])[CH2:5][CH2:4][CH2:3][CH2:2]1.[Mn]([O-])(=O)(=O)=[O:26].[K+], predict the reaction product. (10) Given the reactants [N+:1]([C:4]1[CH:5]=[C:6]([CH:21]=[C:22]([N+:24]([O-:26])=[O:25])[CH:23]=1)[C:7]([NH:9][C@H:10]([C:15]1[CH:20]=[CH:19][CH:18]=[CH:17][CH:16]=1)[CH2:11][C:12]([OH:14])=[O:13])=[O:8])([O-:3])=[O:2].O[N:28]1[C:32](=[O:33])[CH2:31][CH2:30][C:29]1=[O:34].C1(N=C=NC2CCCCC2)CCCCC1, predict the reaction product. The product is: [N+:1]([C:4]1[CH:5]=[C:6]([CH:21]=[C:22]([N+:24]([O-:26])=[O:25])[CH:23]=1)[C:7]([NH:9][C@H:10]([C:15]1[CH:20]=[CH:19][CH:18]=[CH:17][CH:16]=1)[CH2:11][C:12]([O:14][N:28]1[C:32](=[O:33])[CH2:31][CH2:30][C:29]1=[O:34])=[O:13])=[O:8])([O-:3])=[O:2].